Predict which catalyst facilitates the given reaction. From a dataset of Catalyst prediction with 721,799 reactions and 888 catalyst types from USPTO. (1) Reactant: [Br:1][C:2]1[CH:9]=[C:8](F)[CH:7]=[CH:6][C:3]=1[C:4]#[N:5].[NH2:11][C@H:12]([CH2:16][C:17]1[C:25]2[C:20](=[CH:21][CH:22]=[CH:23][CH:24]=2)[NH:19][CH:18]=1)[C:13]([NH2:15])=[O:14].CCN(C(C)C)C(C)C.O. Product: [Br:1][C:2]1[CH:9]=[C:8]([NH:11][C@H:12]([CH2:16][C:17]2[C:25]3[C:20](=[CH:21][CH:22]=[CH:23][CH:24]=3)[NH:19][CH:18]=2)[C:13]([NH2:15])=[O:14])[CH:7]=[CH:6][C:3]=1[C:4]#[N:5]. The catalyst class is: 197. (2) Reactant: Br[C:2]1[CH:3]=[CH:4][C:5]([NH2:8])=[N:6][CH:7]=1.[CH3:9][S:10]([O-:12])=[O:11].[Na+].N[C@@H]1CCCC[C@H]1N.CS(C)=O. Product: [CH3:9][S:10]([C:2]1[CH:3]=[CH:4][C:5]([NH2:8])=[N:6][CH:7]=1)(=[O:12])=[O:11]. The catalyst class is: 6. (3) Reactant: [N:1]1([CH2:6][CH2:7][OH:8])[CH2:5][CH2:4][CH2:3][CH2:2]1.F[C:10]1[CH:17]=[CH:16][C:15]([N+:18]([O-:20])=[O:19])=[CH:14][C:11]=1[C:12]#[N:13].[H-].[Na+]. Product: [N+:18]([C:15]1[CH:16]=[CH:17][C:10]([O:8][CH2:7][CH2:6][N:1]2[CH2:5][CH2:4][CH2:3][CH2:2]2)=[C:11]([CH:14]=1)[C:12]#[N:13])([O-:20])=[O:19]. The catalyst class is: 3. (4) Reactant: [Cl:1][C:2]1[C:7]([CH:8]([CH2:14][CH3:15])[CH2:9][C:10](OC)=[O:11])=[C:6](Cl)[N:5]=[CH:4][N:3]=1.[OH-].[NH4+:18]. Product: [Cl:1][C:2]1[C:7]2[C@H:8]([CH2:14][CH3:15])[CH2:9][C:10](=[O:11])[NH:18][C:6]=2[N:5]=[CH:4][N:3]=1. The catalyst class is: 6. (5) Reactant: [CH:1]1([NH:7][C:8]2[N:16]=[C:15]([NH:17][C:18]3[CH:23]=[CH:22][C:21]([N:24]4[CH2:29][CH2:28][NH:27][CH2:26][CH2:25]4)=[CH:20][C:19]=3[O:30][CH3:31])[N:14]=[C:13]3[C:9]=2[N:10]=[CH:11][NH:12]3)[CH2:6][CH2:5][CH2:4][CH2:3][CH2:2]1.CCN(C(C)C)C(C)C.Br[CH2:42][C:43]([NH2:45])=[O:44]. Product: [CH:1]1([NH:7][C:8]2[N:16]=[C:15]([NH:17][C:18]3[CH:23]=[CH:22][C:21]([N:24]4[CH2:25][CH2:26][N:27]([CH2:42][C:43]([NH2:45])=[O:44])[CH2:28][CH2:29]4)=[CH:20][C:19]=3[O:30][CH3:31])[N:14]=[C:13]3[C:9]=2[N:10]=[CH:11][NH:12]3)[CH2:2][CH2:3][CH2:4][CH2:5][CH2:6]1. The catalyst class is: 3. (6) Reactant: ON1C2N=CC=CC=2N=N1.[C:11]1([S:17](Cl)(=[O:19])=[O:18])[CH:16]=[CH:15][CH:14]=[CH:13][CH:12]=1.[NH2:21][C:22]1[CH:23]=[C:24]([C:28]2[N:29]=[C:30]([NH:55][CH2:56][CH3:57])[S:31][C:32]=2[C:33]2[CH:38]=[CH:37][N:36]=[C:35]([NH:39][C:40]3[CH:45]=[CH:44][C:43]([O:46][CH2:47][CH2:48][N:49]4[CH2:53][CH2:52][CH2:51][CH2:50]4)=[C:42]([F:54])[CH:41]=3)[N:34]=2)[CH:25]=[CH:26][CH:27]=1. Product: [CH2:56]([NH:55][C:30]1[S:31][C:32]([C:33]2[CH:38]=[CH:37][N:36]=[C:35]([NH:39][C:40]3[CH:45]=[CH:44][C:43]([O:46][CH2:47][CH2:48][N:49]4[CH2:53][CH2:52][CH2:51][CH2:50]4)=[C:42]([F:54])[CH:41]=3)[N:34]=2)=[C:28]([C:24]2[CH:23]=[C:22]([NH:21][S:17]([C:11]3[CH:16]=[CH:15][CH:14]=[CH:13][CH:12]=3)(=[O:19])=[O:18])[CH:27]=[CH:26][CH:25]=2)[N:29]=1)[CH3:57]. The catalyst class is: 1. (7) Reactant: FC(F)(F)C(O)=O.[CH2:8]([C:15]1[CH:19]=[C:18]([CH:20]2[CH2:27][CH:26]3[CH:22]([CH2:23][N:24](C(OC(C)(C)C)=O)[CH2:25]3)[CH2:21]2)[N:17]([CH2:35][CH3:36])[N:16]=1)[C:9]1[CH:14]=[CH:13][CH:12]=[CH:11][CH:10]=1. Product: [CH2:8]([C:15]1[CH:19]=[C:18]([CH:20]2[CH2:27][CH:26]3[CH:22]([CH2:23][NH:24][CH2:25]3)[CH2:21]2)[N:17]([CH2:35][CH3:36])[N:16]=1)[C:9]1[CH:14]=[CH:13][CH:12]=[CH:11][CH:10]=1. The catalyst class is: 2.